Regression/Classification. Given a drug SMILES string, predict its absorption, distribution, metabolism, or excretion properties. Task type varies by dataset: regression for continuous measurements (e.g., permeability, clearance, half-life) or binary classification for categorical outcomes (e.g., BBB penetration, CYP inhibition). Dataset: cyp2c19_veith. From a dataset of CYP2C19 inhibition data for predicting drug metabolism from PubChem BioAssay. (1) The compound is CN(C)Cc1ccccc1-c1cc(-n2ccnc2)ncn1. The result is 1 (inhibitor). (2) The molecule is O=C(c1ccco1)N1CCC2(CCCN(Cc3ccccc3)C2)CC1. The result is 0 (non-inhibitor). (3) The molecule is C/C=C(\C)C(=O)O[C@@H]1C(C)=C2[C@@H]3OC(=O)[C@](C)(O)[C@@]3(O)[C@H](OC(=O)CCC)C[C@](C)(OC(C)=O)[C@H]2[C@@H]1OC(=O)CCCCCCC. The result is 1 (inhibitor). (4) The result is 0 (non-inhibitor). The drug is COc1ccc(NC(=O)c2cc(S(=O)(=O)N3CCS(=O)(=O)CC3)ccc2Cl)cc1. (5) The drug is COc1ccc(NC(=O)N2CC[C@@]3(CCCN(C(=O)c4ccc(OC)cc4)C3)C2)cc1. The result is 0 (non-inhibitor). (6) The compound is COc1cc(O)oc1C=Nc1ccc(Cl)cc1. The result is 1 (inhibitor). (7) The compound is COCC(=O)N1CCC2(CC1)CN(c1ccncc1)C2. The result is 0 (non-inhibitor). (8) The drug is COc1ccc(C(=O)N2CCC[C@@]3(CCN(Cc4nccs4)C3)C2)cc1. The result is 0 (non-inhibitor). (9) The compound is O=C(Nc1ccc(F)cc1)Nc1nnc(-c2ccncc2)s1. The result is 1 (inhibitor). (10) The compound is Cc1cc(N)n(-c2ccc3ccccc3c2)n1. The result is 1 (inhibitor).